Dataset: Full USPTO retrosynthesis dataset with 1.9M reactions from patents (1976-2016). Task: Predict the reactants needed to synthesize the given product. (1) Given the product [CH3:1][O:2][C:3]1[CH:8]=[CH:7][C:6]([CH2:9][CH:10]([CH3:11])[NH:20][CH2:13][C:14]2[CH:19]=[CH:18][CH:17]=[CH:16][CH:15]=2)=[CH:5][CH:4]=1, predict the reactants needed to synthesize it. The reactants are: [CH3:1][O:2][C:3]1[CH:8]=[CH:7][C:6]([CH2:9][C:10](=O)[CH3:11])=[CH:5][CH:4]=1.[CH2:13]([NH2:20])[C:14]1[CH:19]=[CH:18][CH:17]=[CH:16][CH:15]=1.[H][H]. (2) The reactants are: [CH:1]1([CH2:6][C@H:7]([N:24]2[CH2:28][C:27]([O:29][C:30]3[C:35]([F:36])=[CH:34][CH:33]=[CH:32][C:31]=3[F:37])=[CH:26][C:25]2=[O:38])[C:8]([NH:10][C:11]2[CH:15]=[CH:14][N:13]([CH2:16][C@@H:17]3[CH2:21][O:20]C(C)(C)[O:18]3)[N:12]=2)=[O:9])[CH2:5][CH2:4][CH2:3][CH2:2]1.Cl. Given the product [CH:1]1([CH2:6][C@H:7]([N:24]2[CH2:28][C:27]([O:29][C:30]3[C:35]([F:36])=[CH:34][CH:33]=[CH:32][C:31]=3[F:37])=[CH:26][C:25]2=[O:38])[C:8]([NH:10][C:11]2[CH:15]=[CH:14][N:13]([CH2:16][C@@H:17]([OH:18])[CH2:21][OH:20])[N:12]=2)=[O:9])[CH2:2][CH2:3][CH2:4][CH2:5]1, predict the reactants needed to synthesize it. (3) Given the product [O:29]=[C:25]1[C:3]2[C:7]([C:6]([O:5][CH3:4])=[O:11])=[CH:8][CH:9]=[CH:10][C:2]=2[NH:1][CH:12]([C:13]2[CH:18]=[CH:17][CH:16]=[CH:15][CH:14]=2)[CH:26]1[C:27]1[CH:9]=[CH:10][CH:2]=[CH:3][CH:4]=1.[O:21]=[C:20]1[C:10]2[C:26]([C:25]([O:29][CH2:30][CH3:31])=[O:28])=[CH:27][CH:4]=[CH:3][C:2]=2[NH:1][CH:12]([C:13]2[CH:18]=[CH:17][CH:16]=[CH:15][CH:14]=2)[CH:4]1[C:3]1[CH:2]=[CH:10][CH:9]=[CH:8][CH:7]=1, predict the reactants needed to synthesize it. The reactants are: [NH2:1][C:2]1[CH:10]=[CH:9][CH:8]=[C:7]2[C:3]=1[CH2:4][O:5][C:6]2=[O:11].[CH:12](=O)[C:13]1[CH:18]=[CH:17][CH:16]=[CH:15][CH:14]=1.[CH3:20][O-:21].[Na+].CO.[C:25]([O:29][CH2:30][CH3:31])(=[O:28])[CH2:26][CH3:27]. (4) The reactants are: [CH:1]([N-:4]C(C)C)(C)[CH3:2].[Li+].[Br:9][C:10]1[CH:15]=[CH:14][C:13]([CH2:16][C:17]([N:19]2[C@@H:23]([CH:24]([CH3:26])[CH3:25])[CH2:22][O:21][C:20]2=[O:27])=[O:18])=[C:12]([O:28][CH3:29])[CH:11]=1.BrCC#N.[NH4+].[Cl-]. Given the product [Br:9][C:10]1[CH:15]=[CH:14][C:13]([C@@H:16]([C:17]([N:19]2[C@@H:23]([CH:24]([CH3:26])[CH3:25])[CH2:22][O:21][C:20]2=[O:27])=[O:18])[CH2:2][C:1]#[N:4])=[C:12]([O:28][CH3:29])[CH:11]=1, predict the reactants needed to synthesize it. (5) The reactants are: C(OC(=O)[NH:7][C:8]1([C:17]2[CH:22]=[CH:21][CH:20]=[CH:19][CH:18]=2)[CH2:13][CH2:12][C:11]([CH3:15])([CH3:14])[N:10]([CH3:16])[CH2:9]1)(C)(C)C.Cl.CO. Given the product [CH3:16][N:10]1[C:11]([CH3:15])([CH3:14])[CH2:12][CH2:13][C:8]([NH2:7])([C:17]2[CH:22]=[CH:21][CH:20]=[CH:19][CH:18]=2)[CH2:9]1, predict the reactants needed to synthesize it. (6) Given the product [C:1]([O:5][C:6](=[O:22])[C@H:7]([CH2:16][CH2:17][C:18]([O:20][CH3:21])=[O:19])[N:8]([C:6]([O:5][C:1]([CH3:4])([CH3:3])[CH3:2])=[O:22])[C:9]([O:11][C:12]([CH3:13])([CH3:14])[CH3:15])=[O:10])([CH3:2])([CH3:3])[CH3:4], predict the reactants needed to synthesize it. The reactants are: [C:1]([O:5][C:6](=[O:22])[C@H:7]([CH2:16][CH2:17][C:18]([O:20][CH3:21])=[O:19])[NH:8][C:9]([O:11][C:12]([CH3:15])([CH3:14])[CH3:13])=[O:10])([CH3:4])([CH3:3])[CH3:2]. (7) The reactants are: [CH3:1][N:2]([CH3:15])[S:3]([C:6]1[CH:7]=[C:8]([CH:12]=[CH:13][CH:14]=1)[C:9](Cl)=[O:10])(=[O:5])=[O:4].[F:16][C:17]1[CH:18]=[C:19]([C:24](=[O:35])[CH:25]=[C:26]2[NH:30][C:29]3[CH:31]=[CH:32][CH:33]=[CH:34][C:28]=3[NH:27]2)[CH:20]=[C:21]([F:23])[CH:22]=1.C(N(CC)CC)C.COCCOCCOC. Given the product [F:16][C:17]1[CH:18]=[C:19]([C:24](=[O:35])[C:25](=[C:26]2[NH:27][C:28]3[CH:34]=[CH:33][CH:32]=[CH:31][C:29]=3[NH:30]2)[C:9]([C:8]2[CH:7]=[C:6]([S:3]([N:2]([CH3:15])[CH3:1])(=[O:5])=[O:4])[CH:14]=[CH:13][CH:12]=2)=[O:10])[CH:20]=[C:21]([F:23])[CH:22]=1, predict the reactants needed to synthesize it. (8) Given the product [Cl:12][CH2:13][CH2:14][CH2:15][O:16][C:17]1[CH:22]=[CH:21][C:20]([C:23]2[S:25][C:2]([CH2:3][C:4]([O:6][CH2:7][CH3:8])=[O:5])=[C:9]([CH3:10])[N:24]=2)=[CH:19][CH:18]=1, predict the reactants needed to synthesize it. The reactants are: Br[CH:2]([C:9](=O)[CH3:10])[CH2:3][C:4]([O:6][CH2:7][CH3:8])=[O:5].[Cl:12][CH2:13][CH2:14][CH2:15][O:16][C:17]1[CH:22]=[CH:21][C:20]([C:23](=[S:25])[NH2:24])=[CH:19][CH:18]=1.C(OCC)(=O)C.